Dataset: M1 muscarinic receptor antagonist screen with 61,756 compounds. Task: Binary Classification. Given a drug SMILES string, predict its activity (active/inactive) in a high-throughput screening assay against a specified biological target. (1) The drug is Clc1ccc(Cn2c(=O)c3n(c(OCc4cccnc4)nc3n(c2=O)C)C)cc1. The result is 0 (inactive). (2) The molecule is s1c(nc2c1cccc2)/C(=c1\cc(n(c(c1)C)Cc1occc1)C)C#N. The result is 0 (inactive). (3) The drug is O(C(C(=O)NC1CCCCC1)c1cc(OC)c(OC)cc1)C(=O)c1occc1. The result is 0 (inactive). (4) The molecule is Brc1ccc(NC(=O)CSc2oc(nn2)C(NC(OC(C)(C)C)=O)C)cc1. The result is 0 (inactive). (5) The molecule is O(C1=C/C(=c2\[nH]c3n(\c2=N/c2ccccc2)cc[nH]c3)C=CC1=O)C. The result is 0 (inactive). (6) The result is 0 (inactive). The molecule is o1c(COc2c(OC)cccc2)ccc1C(=O)Nc1c(OC)cccc1. (7) The compound is O(P(=O)(Nc1c(n(n(c1=O)c1ccccc1)C)C)C)c1c(OC)cccc1. The result is 0 (inactive).